This data is from Forward reaction prediction with 1.9M reactions from USPTO patents (1976-2016). The task is: Predict the product of the given reaction. (1) Given the reactants [CH:1]1([CH2:7][CH2:8][O:9][C:10]2[CH:11]=[C:12]([CH:16]=[CH:17][CH:18]=2)[C:13]([OH:15])=O)[CH2:6][CH2:5][CH2:4][CH2:3][CH2:2]1.C1C=CC2N(O)N=NC=2C=1.CCN=C=NCCCN(C)C.[CH3:40][CH:41]1[CH2:46][NH:45][CH2:44][CH2:43][NH:42]1, predict the reaction product. The product is: [CH:1]1([CH2:7][CH2:8][O:9][C:10]2[CH:11]=[C:12]([CH:16]=[CH:17][CH:18]=2)[C:13]([N:45]2[CH2:44][CH2:43][NH:42][CH:41]([CH3:40])[CH2:46]2)=[O:15])[CH2:2][CH2:3][CH2:4][CH2:5][CH2:6]1. (2) Given the reactants C[O:2][C:3](=[O:15])[CH2:4][C:5]1[CH:10]=[CH:9][C:8]([O:11][CH2:12][CH2:13][CH3:14])=[CH:7][CH:6]=1.[OH-].[Na+], predict the reaction product. The product is: [CH2:12]([O:11][C:8]1[CH:9]=[CH:10][C:5]([CH2:4][C:3]([OH:15])=[O:2])=[CH:6][CH:7]=1)[CH2:13][CH3:14]. (3) Given the reactants [CH2:1]([O:3][C:4]([C:6]1[N:14]([CH3:15])[C:13]2[CH:12]=[CH:11][N:10]=[CH:9][C:8]=2[C:7]=1OS(C(F)(F)C(F)(F)C(F)(F)C(F)(F)F)(=O)=O)=[O:5])[CH3:2].[Br:33][C:34]1[CH:40]=[CH:39][C:37]([NH2:38])=[C:36]([Cl:41])[CH:35]=1.CC1(C)C2C(=C(P(C3C=CC=CC=3)C3C=CC=CC=3)C=CC=2)OC2C(P(C3C=CC=CC=3)C3C=CC=CC=3)=CC=CC1=2.C1CCN2C(=NCCC2)CC1, predict the reaction product. The product is: [CH2:1]([O:3][C:4]([C:6]1[N:14]([CH3:15])[C:13]2[CH:12]=[CH:11][N:10]=[CH:9][C:8]=2[C:7]=1[NH:38][C:37]1[CH:39]=[CH:40][C:34]([Br:33])=[CH:35][C:36]=1[Cl:41])=[O:5])[CH3:2]. (4) Given the reactants [C:1]([O:5][C:6](=[O:43])[N:7]([C:16]1[CH:21]=[CH:20][C:19]([CH:22]([C:24]2[C:32]3[C:27](=[N:28][CH:29]=[C:30]([Cl:33])[CH:31]=3)[N:26]([S:34]([C:37]3[CH:42]=[CH:41][CH:40]=[CH:39][CH:38]=3)(=[O:36])=[O:35])[CH:25]=2)[OH:23])=[CH:18][N:17]=1)[CH2:8][C:9]1[CH:14]=[CH:13][CH:12]=[CH:11][C:10]=1[F:15])([CH3:4])([CH3:3])[CH3:2].CC(OI1(OC(C)=O)(OC(C)=O)OC(=O)C2C=CC=CC1=2)=O.C(=O)([O-])[O-].[K+].[K+], predict the reaction product. The product is: [C:1]([O:5][C:6](=[O:43])[N:7]([C:16]1[CH:21]=[CH:20][C:19]([C:22]([C:24]2[C:32]3[C:27](=[N:28][CH:29]=[C:30]([Cl:33])[CH:31]=3)[N:26]([S:34]([C:37]3[CH:42]=[CH:41][CH:40]=[CH:39][CH:38]=3)(=[O:35])=[O:36])[CH:25]=2)=[O:23])=[CH:18][N:17]=1)[CH2:8][C:9]1[CH:14]=[CH:13][CH:12]=[CH:11][C:10]=1[F:15])([CH3:4])([CH3:2])[CH3:3]. (5) The product is: [N:22]1[CH:27]=[CH:26][N:25]=[CH:24][C:23]=1[C:28]1[N:30]=[C:11]([OH:13])[C:10]([C:3]2[C:4]([F:9])=[CH:5][C:6]([F:8])=[CH:7][C:2]=2[F:1])=[C:16]([OH:18])[N:29]=1. Given the reactants [F:1][C:2]1[CH:7]=[C:6]([F:8])[CH:5]=[C:4]([F:9])[C:3]=1[CH:10]([C:16]([O:18]CC)=O)[C:11]([O:13]CC)=O.Cl.[N:22]1[CH:27]=[CH:26][N:25]=[CH:24][C:23]=1[C:28]([NH2:30])=[NH:29].C(N(CCCC)CCCC)CCC.Cl, predict the reaction product. (6) Given the reactants [O:1]=[C:2]1[C:10]2[C:5](=[CH:6][CH:7]=[CH:8][CH:9]=2)[C:4](=[O:11])[N:3]1[C@@H:12]([CH2:16][CH:17]=[CH2:18])[C:13]([OH:15])=O.CCN=C=NCCCN(C)C.Cl.CC1C=CN=C(N)C=1C.[CH2:40]([NH:44][C@H:45]([C:48]1[CH:53]=[CH:52][CH:51]=[CH:50][CH:49]=1)[CH:46]=[CH2:47])[CH:41]([CH3:43])[CH3:42], predict the reaction product. The product is: [O:11]=[C:4]1[C:5]2[C:10](=[CH:9][CH:8]=[CH:7][CH:6]=2)[C:2](=[O:1])[N:3]1[CH:12]([CH2:16][CH:17]=[CH2:18])[C:13]([N:44]([CH2:40][CH:41]([CH3:43])[CH3:42])[C@H:45]([C:48]1[CH:53]=[CH:52][CH:51]=[CH:50][CH:49]=1)[CH:46]=[CH2:47])=[O:15]. (7) The product is: [CH2:17]([N:24]([CH3:25])[C:2]1[C:3](=[O:16])[NH:4][C:5]2[C:10]([N:11]=1)=[CH:9][C:8]([C:12]([O:14][CH3:15])=[O:13])=[CH:7][CH:6]=2)[C:18]1[CH:23]=[CH:22][CH:21]=[CH:20][CH:19]=1. Given the reactants Cl[C:2]1[C:3](=[O:16])[NH:4][C:5]2[C:10]([N:11]=1)=[CH:9][C:8]([C:12]([O:14][CH3:15])=[O:13])=[CH:7][CH:6]=2.[CH2:17]([NH:24][CH3:25])[C:18]1[CH:23]=[CH:22][CH:21]=[CH:20][CH:19]=1.CCN(C(C)C)C(C)C.O, predict the reaction product.